This data is from M1 muscarinic receptor agonist screen with 61,833 compounds. The task is: Binary Classification. Given a drug SMILES string, predict its activity (active/inactive) in a high-throughput screening assay against a specified biological target. (1) The compound is Clc1ccc(c2oc(c(n2)CN2CC(CCC2)C(=O)N2CCc3c2cccc3)C)cc1. The result is 0 (inactive). (2) The result is 0 (inactive). The drug is OC(=O)C(n1nnnc1)Cc1ccccc1.